Predict the reactants needed to synthesize the given product. From a dataset of Full USPTO retrosynthesis dataset with 1.9M reactions from patents (1976-2016). (1) Given the product [F:1][C:2]1[C:7]([N:8]2[C:12]([S:38]([C:28]3[CH:33]=[CH:32][CH:31]=[C:30]([O:47][CH3:45])[CH:29]=3)(=[O:42])=[O:40])=[CH:11][C:10]([C:22]([O:24][CH2:25][CH3:26])=[O:23])=[N:9]2)=[CH:6][CH:5]=[CH:4][N:3]=1, predict the reactants needed to synthesize it. The reactants are: [F:1][C:2]1[C:7]([N:8]2[C:12](SC3C=CC=C(OC)C=3)=[CH:11][C:10]([C:22]([O:24][CH2:25][CH3:26])=[O:23])=[N:9]2)=[CH:6][CH:5]=[CH:4][N:3]=1.Cl[C:28]1[CH:33]=[CH:32][CH:31]=[C:30](C(OO)=O)[CH:29]=1.[S:38]([O-:42])([O-])(=[O:40])=S.[Na+].[Na+].[C:45](OCC)(=[O:47])C. (2) Given the product [Br:14][C:15]1[CH:20]=[CH:19][C:18]([C:8]2[CH:13]=[CH:12][N:11]=[CH:10][CH:9]=2)=[CH:17][CH:16]=1, predict the reactants needed to synthesize it. The reactants are: C(=O)([O-])[O-].[Na+].[Na+].Br[C:8]1[CH:13]=[CH:12][N:11]=[CH:10][CH:9]=1.[Br:14][C:15]1[CH:20]=[CH:19][C:18](B(O)O)=[CH:17][CH:16]=1. (3) Given the product [C:37](=[O:38])([O:39][CH2:40][C:41]1[CH:46]=[CH:45][CH:44]=[CH:43][CH:42]=1)[O:34][C@H:9]1[CH2:10][C@H:11]([N:13]2[CH:18]=[C:17]3[CH:19]=[C:20]([C:22]4[CH:27]=[CH:26][C:25]([CH2:28][CH2:29][CH2:30][CH2:31][CH3:32])=[CH:24][CH:23]=4)[O:21][C:16]3=[N:15][C:14]2=[O:33])[O:12][C@@H:8]1[CH2:7][O:6][Si:5]([C:1]([CH3:3])([CH3:2])[CH3:4])([CH3:36])[CH3:35], predict the reactants needed to synthesize it. The reactants are: [C:1]([Si:5]([CH3:36])([CH3:35])[O:6][CH2:7][CH:8]1[O:12][CH:11]([N:13]2[CH:18]=[C:17]3[CH:19]=[C:20]([C:22]4[CH:27]=[CH:26][C:25]([CH2:28][CH2:29][CH2:30][CH2:31][CH3:32])=[CH:24][CH:23]=4)[O:21][C:16]3=[N:15][C:14]2=[O:33])[CH2:10][CH:9]1[OH:34])([CH3:4])([CH3:3])[CH3:2].[C:37](Cl)([O:39][CH2:40][C:41]1[CH:46]=[CH:45][CH:44]=[CH:43][CH:42]=1)=[O:38]. (4) Given the product [CH3:6][C@H:7]([C@H:22]([CH3:3])[CH2:23][CH3:24])[C:8]([N:10]1[C@@H:14]([C:15]2[CH:20]=[CH:19][CH:18]=[CH:17][CH:16]=2)[CH2:13][O:12][C:11]1=[O:21])=[O:9], predict the reactants needed to synthesize it. The reactants are: [Cl-].[Li+].[CH3:3][Mg]Cl.[CH3:6]/[C:7](=[CH:22]\[CH2:23][CH3:24])/[C:8]([N:10]1[C@@H:14]([C:15]2[CH:20]=[CH:19][CH:18]=[CH:17][CH:16]=2)[CH2:13][O:12][C:11]1=[O:21])=[O:9]. (5) Given the product [CH:1]1([C:4]2[C:5]([C:15]#[N:16])=[N:6][CH:7]=[CH:8][CH:9]=2)[CH2:3][CH2:2]1, predict the reactants needed to synthesize it. The reactants are: [CH:1]1([C:4]2[CH:5]=[N+:6]([O-])[CH:7]=[CH:8][CH:9]=2)[CH2:3][CH2:2]1.C[Si]([C:15]#[N:16])(C)C.CN(C)C(Cl)=O.C(=O)([O-])[O-].[K+].[K+]. (6) The reactants are: ClC1N([C:12]2[C:13](=O)[N:14]([CH3:23])[N:15]=[C:16]([C:20]([CH3:22])=[CH2:21])[C:17]=2[O:18][CH3:19])C2C(C=1Cl)=CC=CC=2.C([O-])=O.[NH4+:28].[OH2:29].N1(C2C(=O)N(C)N=C(C(C)C)C=2OC)[C:38]2[C:33](=[CH:34][CH:35]=[CH:36][CH:37]=2)[CH:32]=[CH:31]1. Given the product [N:28]1([C:17]2([O:18][CH3:19])[C:16]([CH:20]([CH3:22])[CH3:21])=[N:15][N:14]([CH3:23])[C:13](=[O:29])[CH2:12]2)[C:38]2[C:33](=[CH:34][CH:35]=[CH:36][CH:37]=2)[CH:32]=[CH:31]1, predict the reactants needed to synthesize it. (7) Given the product [Cl:19][C:20]1[CH:28]=[C:27]2[C:23]([C:24]([NH:37][C:38](=[O:42])[CH2:39][CH2:40][CH3:41])=[N:25][NH:26]2)=[CH:22][C:21]=1[C:43]1[CH:44]=[CH:45][C:46]([CH2:49][CH3:50])=[CH:47][CH:48]=1, predict the reactants needed to synthesize it. The reactants are: [F-].C([N+](CCCC)(CCCC)CCCC)CCC.[Cl:19][C:20]1[CH:28]=[C:27]2[C:23]([C:24]([NH:37][C:38](=[O:42])[CH2:39][CH2:40][CH3:41])=[N:25][N:26]2COCC[Si](C)(C)C)=[CH:22][C:21]=1[C:43]1[CH:48]=[CH:47][C:46]([CH2:49][CH3:50])=[CH:45][CH:44]=1.C(OCC)(=O)C.